From a dataset of Catalyst prediction with 721,799 reactions and 888 catalyst types from USPTO. Predict which catalyst facilitates the given reaction. (1) Product: [CH2:20]([C:27]1[CH:32]=[C:31]([C:33]2[S:35][CH:2]=[C:3]([C:5]3[CH:10]=[CH:9][C:8]([NH:11][S:12]([C:15]([F:18])([F:17])[F:16])(=[O:14])=[O:13])=[CH:7][C:6]=3[Cl:19])[N:34]=2)[CH:30]=[CH:29][N:28]=1)[C:21]1[CH:22]=[CH:23][CH:24]=[CH:25][CH:26]=1. The catalyst class is: 8. Reactant: Br[CH2:2][C:3]([C:5]1[CH:10]=[CH:9][C:8]([NH:11][S:12]([C:15]([F:18])([F:17])[F:16])(=[O:14])=[O:13])=[CH:7][C:6]=1[Cl:19])=O.[CH2:20]([C:27]1[CH:32]=[C:31]([C:33](=[S:35])[NH2:34])[CH:30]=[CH:29][N:28]=1)[C:21]1[CH:26]=[CH:25][CH:24]=[CH:23][CH:22]=1. (2) Reactant: [C:1]1([C:7]2[N:11]3[N:12]=[C:13](Br)[CH:14]=[C:15]([O:16][CH3:17])[C:10]3=[N:9][C:8]=2[C:19]2[CH:24]=[CH:23][C:22]([C:25]3([NH:29][C:30](=[O:36])[O:31][C:32]([CH3:35])([CH3:34])[CH3:33])[CH2:28][CH2:27][CH2:26]3)=[CH:21][CH:20]=2)[CH:6]=[CH:5][CH:4]=[CH:3][CH:2]=1.C1[CH2:41][O:40][CH2:39]C1.C(N(CC)CC)C.C[OH:50]. Product: [C:32]([O:31][C:30]([NH:29][C:25]1([C:22]2[CH:23]=[CH:24][C:19]([C:8]3[N:9]=[C:10]4[C:15]([O:16][CH3:17])=[CH:14][C:13]([C:39]([O:40][CH3:41])=[O:50])=[N:12][N:11]4[C:7]=3[C:1]3[CH:6]=[CH:5][CH:4]=[CH:3][CH:2]=3)=[CH:20][CH:21]=2)[CH2:28][CH2:27][CH2:26]1)=[O:36])([CH3:34])([CH3:35])[CH3:33]. The catalyst class is: 140. (3) Reactant: CO[C:3]([C:5]1[S:21][C:8]2=[CH:9][N:10]=[CH:11][C:12]([O:13][C:14]3[CH:19]=[CH:18][C:17]([I:20])=[CH:16][CH:15]=3)=[C:7]2[CH:6]=1)=[O:4].[CH3:22][N:23]([CH3:27])[CH2:24][CH2:25][NH2:26].C(#N)C. Product: [CH3:22][N:23]([CH3:27])[CH2:24][CH2:25][NH:26][C:3]([C:5]1[S:21][C:8]2=[CH:9][N:10]=[CH:11][C:12]([O:13][C:14]3[CH:15]=[CH:16][C:17]([I:20])=[CH:18][CH:19]=3)=[C:7]2[CH:6]=1)=[O:4]. The catalyst class is: 12. (4) Reactant: [CH3:1][CH:2]([OH:9])[CH2:3][CH2:4][CH2:5][CH2:6][CH2:7][CH3:8].[O-]Cl.[Na+]. Product: [CH3:1][C:2](=[O:9])[CH2:3][CH2:4][CH2:5][CH2:6][CH2:7][CH3:8]. The catalyst class is: 4. (5) Reactant: Br[C:2]1[CH:3]=[C:4]([CH:11]=[CH:12][C:13]=1[O:14][CH3:15])[CH2:5][N:6]1[CH:10]=[CH:9][N:8]=[CH:7]1.[N:16]1[O:20][N:19]=[C:18]2[CH:21]=[C:22](B(O)O)[CH:23]=[CH:24][C:17]=12.C1(P(C2C=CC=CC=2)C2C=CC=CC=2)C=CC=CC=1.C(=O)([O-])[O-].[Cs+].[Cs+]. Product: [N:6]1([CH2:5][C:4]2[CH:11]=[CH:12][C:13]([O:14][CH3:15])=[C:2]([C:22]3[CH:23]=[CH:24][C:17]4[C:18]([CH:21]=3)=[N:19][O:20][N:16]=4)[CH:3]=2)[CH:10]=[CH:9][N:8]=[CH:7]1. The catalyst class is: 9. (6) Reactant: [O:1]1[CH2:6][CH2:5][CH:4]([C:7](Cl)=[O:8])[CH2:3][CH2:2]1.[Br:10][C:11]1[CH:19]=[C:18]([C:20]([F:23])([F:22])[F:21])[CH:17]=[C:16]2[C:12]=1[CH2:13][CH2:14][NH:15]2.N1C=CC=CC=1.Cl. Product: [Br:10][C:11]1[CH:19]=[C:18]([C:20]([F:21])([F:22])[F:23])[CH:17]=[C:16]2[C:12]=1[CH2:13][CH2:14][N:15]2[C:7]([CH:4]1[CH2:5][CH2:6][O:1][CH2:2][CH2:3]1)=[O:8]. The catalyst class is: 1. (7) The catalyst class is: 18. Product: [CH2:15]([N:10]([CH2:11][CH2:12][CH2:13][CH3:14])[C:9]([C:7]1[N:6]=[C:5]([C:20]2[CH:29]=[CH:28][C:23]([C:24]([O:26][CH3:27])=[O:25])=[CH:22][C:21]=2[C:30]([O:32][CH2:33][C:34]2[CH:39]=[CH:38][CH:37]=[CH:36][CH:35]=2)=[O:31])[N:4]([CH2:3][CH2:2][N:53]2[CH2:54][CH2:55][N:50]([CH3:49])[CH2:51][CH2:52]2)[CH:8]=1)=[O:19])[CH2:16][CH2:17][CH3:18]. Reactant: Cl[CH2:2][CH2:3][N:4]1[CH:8]=[C:7]([C:9](=[O:19])[N:10]([CH2:15][CH2:16][CH2:17][CH3:18])[CH2:11][CH2:12][CH2:13][CH3:14])[N:6]=[C:5]1[C:20]1[CH:29]=[CH:28][C:23]([C:24]([O:26][CH3:27])=[O:25])=[CH:22][C:21]=1[C:30]([O:32][CH2:33][C:34]1[CH:39]=[CH:38][CH:37]=[CH:36][CH:35]=1)=[O:31].C(N(C(C)C)CC)(C)C.[CH3:49][N:50]1[CH2:55][CH2:54][NH:53][CH2:52][CH2:51]1.